From a dataset of Catalyst prediction with 721,799 reactions and 888 catalyst types from USPTO. Predict which catalyst facilitates the given reaction. (1) Reactant: [CH3:1][O:2][CH2:3][CH2:4][OH:5].CC([O-])(C)C.[K+].Cl[C:13]1[N:31]=[C:30]([Cl:32])[CH:29]=[CH:28][C:14]=1[C:15]([NH:17][C@H:18]1[CH2:23][CH2:22][C@H:21]([C:24]([F:27])([F:26])[F:25])[CH2:20][CH2:19]1)=[O:16]. Product: [Cl:32][C:30]1[CH:29]=[CH:28][C:14]([C:15]([NH:17][C@H:18]2[CH2:23][CH2:22][C@H:21]([C:24]([F:27])([F:26])[F:25])[CH2:20][CH2:19]2)=[O:16])=[C:13]([O:5][CH2:4][CH2:3][O:2][CH3:1])[N:31]=1. The catalyst class is: 20. (2) Reactant: [CH3:1][CH2:2][CH2:3][CH2:4][N:5]1[CH:10]([C:11]([NH:13][C:14]2[C:15]([CH3:21])=[CH:16][CH:17]=[CH:18][C:19]=2[CH3:20])=[O:12])[CH2:9][CH2:8][CH2:7][CH2:6]1.[C:22]([OH:41])(=[O:40])[CH2:23][CH2:24][CH2:25][CH2:26]/[CH:27]=[CH:28]\[CH2:29]/[CH:30]=[CH:31]\[CH2:32]/[CH:33]=[CH:34]\[CH2:35][CH2:36][CH2:37][CH2:38][CH3:39]. Product: [C:22]([O-:41])(=[O:40])[CH2:23][CH2:24][CH2:25][CH2:26]/[CH:27]=[CH:28]\[CH2:29]/[CH:30]=[CH:31]\[CH2:32]/[CH:33]=[CH:34]\[CH2:35][CH2:36][CH2:37][CH2:38][CH3:39].[CH2:4]([NH+:5]1[CH2:6][CH2:7][CH2:8][CH2:9][CH:10]1[C:11](=[O:12])[NH:13][C:14]1[C:19]([CH3:20])=[CH:18][CH:17]=[CH:16][C:15]=1[CH3:21])[CH2:3][CH2:2][CH3:1]. The catalyst class is: 1. (3) Reactant: C(OC([N:8]1[CH2:13][CH2:12][C:11]([C:15]2[CH:20]=[CH:19][C:18]([F:21])=[CH:17][C:16]=2[F:22])(O)[CH2:10][CH2:9]1)=O)(C)(C)C.S(=O)(=O)(O)O.O.[OH-].[Na+]. Product: [F:22][C:16]1[CH:17]=[C:18]([F:21])[CH:19]=[CH:20][C:15]=1[C:11]1[CH2:12][CH2:13][NH:8][CH2:9][CH:10]=1. The catalyst class is: 11. (4) Reactant: [NH:1]1[C:9]2[CH:8]=[C:7]([C:10]([O:12][C:13]([CH3:16])([CH3:15])[CH3:14])=[O:11])[N:6]=[CH:5][C:4]=2[CH:3]=[CH:2]1.[H-].[Na+].Br[CH2:20][CH:21]1[CH2:23][CH2:22]1. Product: [CH:21]1([CH2:20][N:1]2[C:9]3[CH:8]=[C:7]([C:10]([O:12][C:13]([CH3:16])([CH3:15])[CH3:14])=[O:11])[N:6]=[CH:5][C:4]=3[CH:3]=[CH:2]2)[CH2:23][CH2:22]1. The catalyst class is: 3.